From a dataset of Full USPTO retrosynthesis dataset with 1.9M reactions from patents (1976-2016). Predict the reactants needed to synthesize the given product. Given the product [ClH:27].[CH3:26][N:2]([CH3:1])[C:3]1([C:20]2[CH:25]=[CH:24][CH:23]=[CH:22][CH:21]=2)[CH2:4][CH2:5][C:6](=[CH:9][C:10]([NH:12][C:13]2[CH:14]=[CH:15][C:16]([F:19])=[CH:17][CH:18]=2)=[O:11])[CH2:7][CH2:8]1, predict the reactants needed to synthesize it. The reactants are: [CH3:1][N:2]([CH3:26])[C:3]1([C:20]2[CH:25]=[CH:24][CH:23]=[CH:22][CH:21]=2)[CH2:8][CH2:7][C:6](=[CH:9][C:10]([NH:12][C:13]2[CH:18]=[CH:17][C:16]([F:19])=[CH:15][CH:14]=2)=[O:11])[CH2:5][CH2:4]1.[Cl:27][Si](C)(C)C.